From a dataset of CYP2C19 inhibition data for predicting drug metabolism from PubChem BioAssay. Regression/Classification. Given a drug SMILES string, predict its absorption, distribution, metabolism, or excretion properties. Task type varies by dataset: regression for continuous measurements (e.g., permeability, clearance, half-life) or binary classification for categorical outcomes (e.g., BBB penetration, CYP inhibition). Dataset: cyp2c19_veith. (1) The molecule is O=C(Nc1nc2ccccc2s1)C1COc2ccccc2O1. The result is 1 (inhibitor). (2) The drug is CO[C@@H]1/C=C\CC(=O)N[C@@H](C)C(=O)OC[C@H](NS(=O)(=O)c2ccc(C)cc2)[C@H](C)/C=C\CC(=O)OC[C@H]1C. The result is 0 (non-inhibitor). (3) The compound is CCOc1ccc(N2C(=O)C3C4C=CC(CC4)C3C2=O)c([N+](=O)[O-])c1. The result is 1 (inhibitor). (4) The compound is COc1cccc(-c2ccc3ncnc(N4CCOCC4)c3c2)c1. The result is 1 (inhibitor). (5) The result is 0 (non-inhibitor). The compound is COCCn1c(=O)c(-c2ccccc2)nc2cnc(Nc3cccc(OC)c3)nc21. (6) The drug is C=C(CC1(C(C)NP(=O)(c2ccccc2)c2ccccc2)CC1)c1ccccc1. The result is 1 (inhibitor). (7) The compound is COCCn1c(=O)c(-c2cccs2)nc2cnc(N3CCOCC3)nc21. The result is 0 (non-inhibitor). (8) The result is 1 (inhibitor). The molecule is O=S(=O)(c1cccc(C(F)(F)F)c1)N1c2ccccc2-n2cccc2[C@H]1c1cccnc1. (9) The drug is COC(=O)[C@H]1C[C@@H]1[C@H](NC(=O)c1cc(C)on1)c1ccccc1. The result is 1 (inhibitor).